From a dataset of Reaction yield outcomes from USPTO patents with 853,638 reactions. Predict the reaction yield, written as a fraction of the theoretical maximum amount of product (1.0 means a 100% yield; for example, 0.34 means a 34% yield). The reactants are [Cl:1][C:2]1[CH:3]=[C:4]([NH:9][C:10]2[C:19]3[C:14](=[CH:15][C:16]([O:22][CH2:23][C:24]4[N:25]=[C:26]([CH:29]5[CH2:34][CH2:33][NH:32][CH2:31][CH2:30]5)[S:27][CH:28]=4)=[C:17]([O:20][CH3:21])[CH:18]=3)[N:13]=[CH:12][N:11]=2)[CH:5]=[CH:6][C:7]=1[Cl:8].[CH2:35]=O. The catalyst is C(O)=O. The product is [ClH:1].[Cl:1][C:2]1[CH:3]=[C:4]([NH:9][C:10]2[C:19]3[C:14](=[CH:15][C:16]([O:22][CH2:23][C:24]4[N:25]=[C:26]([CH:29]5[CH2:34][CH2:33][N:32]([CH3:35])[CH2:31][CH2:30]5)[S:27][CH:28]=4)=[C:17]([O:20][CH3:21])[CH:18]=3)[N:13]=[CH:12][N:11]=2)[CH:5]=[CH:6][C:7]=1[Cl:8]. The yield is 0.370.